From a dataset of Reaction yield outcomes from USPTO patents with 853,638 reactions. Predict the reaction yield, written as a fraction of the theoretical maximum amount of product (1.0 means a 100% yield; for example, 0.34 means a 34% yield). (1) The reactants are C(Cl)(=O)C(Cl)=O.CS(C)=O.[OH:11][CH2:12][C@@H:13]1[CH2:17][CH:16]([CH3:18])[CH2:15][N:14]1[C:19]([O:21][C:22]([CH3:25])([CH3:24])[CH3:23])=[O:20].CCN(C(C)C)C(C)C.Cl. The catalyst is C(Cl)Cl. The product is [CH:12]([C@@H:13]1[CH2:17][CH:16]([CH3:18])[CH2:15][N:14]1[C:19]([O:21][C:22]([CH3:23])([CH3:25])[CH3:24])=[O:20])=[O:11]. The yield is 0.850. (2) The reactants are [CH2:1]1[O:9][CH:2]1[C:3]1[CH:8]=[CH:7][CH:6]=[CH:5][CH:4]=1.[C:10]1([SH:16])[CH:15]=[CH:14][CH:13]=[CH:12][CH:11]=1.[O-]S(C(F)(F)F)(=O)=O.[Ga+3].[O-]S(C(F)(F)F)(=O)=O.[O-]S(C(F)(F)F)(=O)=O. The catalyst is O. The product is [C:3]1([CH:2]([S:16][C:10]2[CH:15]=[CH:14][CH:13]=[CH:12][CH:11]=2)[CH2:1][OH:9])[CH:8]=[CH:7][CH:6]=[CH:5][CH:4]=1. The yield is 0.260. (3) The yield is 0.180. The reactants are [CH3:1][O:2][C:3]([N:5]1[CH2:10][CH2:9][CH:8]([C:11](O)=[O:12])[CH2:7][CH:6]1[CH2:14][C:15]([CH3:23])([C:17]1[CH:22]=[CH:21][CH:20]=[CH:19][CH:18]=1)[CH3:16])=[O:4].[Cl-].[Mg+2].[Cl-].[C:27]([OH:33])(=O)[CH2:28][C:29]([OH:31])=[O:30].[CH2:34]([K])[CH3:35].C(N1C=CN=C1)(N1[CH:43]=[CH:42]N=C1)=O. No catalyst specified. The product is [CH2:34]([O:31][C:29](=[O:30])[CH2:28][C:11]([C@@H:8]1[CH2:9][CH2:10][N:5]([C:3]([O:2][CH3:1])=[O:4])[C@@H:6]([CH2:14][C:15]([CH3:23])([C:17]2[CH:22]=[CH:21][CH:20]=[CH:19][CH:18]=2)[CH3:16])[CH2:7]1)=[O:12])[CH3:35].[CH2:42]([O:31][C:29](=[O:30])[CH2:28][C:27]([C@H:8]1[CH2:9][CH2:10][N:5]([C:3]([O:2][CH3:1])=[O:4])[C@@H:6]([CH2:14][C:15]([CH3:16])([C:17]2[CH:18]=[CH:19][CH:20]=[CH:21][CH:22]=2)[CH3:23])[CH2:7]1)=[O:33])[CH3:43]. (4) The reactants are [N:1]([C@@H:4]1[C@H:8]([OH:9])[C@@H:7]([CH2:10][OH:11])[O:6][C@H:5]1[N:12]1[CH:19]=[CH:18][C:16](=[O:17])[NH:15][C:13]1=[O:14])=[N+:2]=[N-:3].[CH3:20][O:21][C:22]1([O:42][CH3:43])[CH:41]=[CH:40][C:25]([C:26](Cl)([C:33]2[CH:38]=[CH:37][CH:36]=[CH:35][CH:34]=2)[C:27]2[CH:32]=[CH:31][CH:30]=[CH:29][CH:28]=2)=[CH:24][CH2:23]1.[C:44](OC(=O)C)(=[O:46])[CH3:45]. The catalyst is N1C=CC=CC=1. The product is [CH3:20][O:21][C:22]1([O:42][CH3:43])[CH:41]=[CH:40][C:25]([C:26]([O:11][CH2:10][C@H:7]2[O:6][C@@H:5]([N:12]3[CH:19]=[CH:18][C:16](=[O:17])[NH:15][C:13]3=[O:14])[C@H:4]([N:1]=[N+:2]=[N-:3])[C@@H:8]2[O:9][C:44](=[O:46])[CH3:45])([C:33]2[CH:38]=[CH:37][CH:36]=[CH:35][CH:34]=2)[C:27]2[CH:32]=[CH:31][CH:30]=[CH:29][CH:28]=2)=[CH:24][CH2:23]1. The yield is 0.908.